From a dataset of Retrosynthesis with 50K atom-mapped reactions and 10 reaction types from USPTO. Predict the reactants needed to synthesize the given product. (1) The reactants are: Cc1cc2cc([N+](=O)[O-])ccc2o1. Given the product Cc1cc2cc(N)ccc2o1, predict the reactants needed to synthesize it. (2) Given the product COc1ccc(C(C)C)cc1-c1ccc(C(F)(F)F)cc1CN(Cc1cc(C#N)cc(C(F)(F)F)c1)c1ccc(OCCCC(=O)OC(C)(C)C)cn1, predict the reactants needed to synthesize it. The reactants are: CC(C)(C)OC(=O)CCCBr.COc1ccc(C(C)C)cc1-c1ccc(C(F)(F)F)cc1CN(Cc1cc(C#N)cc(C(F)(F)F)c1)c1ccc(O)cn1. (3) Given the product Cc1nc(NC(=O)Cc2ccccc2)sc1C(=O)NCc1ccccc1, predict the reactants needed to synthesize it. The reactants are: Cc1nc(N)sc1C(=O)NCc1ccccc1.O=C(Cl)Cc1ccccc1. (4) Given the product CS(=O)(=O)OCCCc1ccc(F)cc1F, predict the reactants needed to synthesize it. The reactants are: CS(=O)(=O)Cl.OCCCc1ccc(F)cc1F.